Dataset: NCI-60 drug combinations with 297,098 pairs across 59 cell lines. Task: Regression. Given two drug SMILES strings and cell line genomic features, predict the synergy score measuring deviation from expected non-interaction effect. (1) Drug 2: C1=CN(C=N1)CC(O)(P(=O)(O)O)P(=O)(O)O. Synergy scores: CSS=3.24, Synergy_ZIP=-0.468, Synergy_Bliss=3.38, Synergy_Loewe=1.05, Synergy_HSA=1.81. Drug 1: CCN(CC)CCNC(=O)C1=C(NC(=C1C)C=C2C3=C(C=CC(=C3)F)NC2=O)C. Cell line: NCI-H322M. (2) Drug 1: C1CC(=O)NC(=O)C1N2CC3=C(C2=O)C=CC=C3N. Drug 2: CC1CCCC2(C(O2)CC(NC(=O)CC(C(C(=O)C(C1O)C)(C)C)O)C(=CC3=CSC(=N3)C)C)C. Cell line: IGROV1. Synergy scores: CSS=4.74, Synergy_ZIP=-2.76, Synergy_Bliss=-0.896, Synergy_Loewe=-1.47, Synergy_HSA=-1.47. (3) Drug 1: C1=CC(=CC=C1C#N)C(C2=CC=C(C=C2)C#N)N3C=NC=N3. Drug 2: CC1=C(C(CCC1)(C)C)C=CC(=CC=CC(=CC(=O)O)C)C. Cell line: SN12C. Synergy scores: CSS=4.49, Synergy_ZIP=-3.52, Synergy_Bliss=0.0122, Synergy_Loewe=-3.88, Synergy_HSA=-3.15. (4) Drug 1: C1=NC2=C(N=C(N=C2N1C3C(C(C(O3)CO)O)F)Cl)N. Drug 2: CC(C)NC(=O)C1=CC=C(C=C1)CNNC.Cl. Cell line: A549. Synergy scores: CSS=9.20, Synergy_ZIP=-2.67, Synergy_Bliss=0.937, Synergy_Loewe=-12.3, Synergy_HSA=-0.0458.